Dataset: Reaction yield outcomes from USPTO patents with 853,638 reactions. Task: Predict the reaction yield, written as a fraction of the theoretical maximum amount of product (1.0 means a 100% yield; for example, 0.34 means a 34% yield). (1) The reactants are Br[CH2:2][C:3]1[N:4]([CH3:19])[C:5]2[C:10]([N:11]=1)=[C:9]([N:12]1[CH2:17][CH2:16][O:15][CH2:14][CH2:13]1)[N:8]=[C:7]([Cl:18])[N:6]=2.[CH3:20][O:21][P:22]([O:25]C)[O:23][CH3:24]. No catalyst specified. The product is [CH3:20][O:21][P:22]([CH2:2][C:3]1[N:4]([CH3:19])[C:5]2[C:10]([N:11]=1)=[C:9]([N:12]1[CH2:17][CH2:16][O:15][CH2:14][CH2:13]1)[N:8]=[C:7]([Cl:18])[N:6]=2)(=[O:25])[O:23][CH3:24]. The yield is 0.790. (2) The reactants are Br[CH2:2][CH2:3][CH:4]=[C:5]([C:12]1[CH:17]=[CH:16][CH:15]=[CH:14][CH:13]=1)[C:6]1[CH:11]=[CH:10][CH:9]=[CH:8][CH:7]=1.Cl.[CH2:19]([O:21][C:22](=[O:25])[CH2:23][NH2:24])[CH3:20].C(=O)([O-])[O-].[K+].[K+].[I-].[K+]. The catalyst is C(#N)C. The product is [CH2:19]([O:21][C:22](=[O:25])[CH2:23][NH:24][CH2:2][CH2:3][CH:4]=[C:5]([C:12]1[CH:17]=[CH:16][CH:15]=[CH:14][CH:13]=1)[C:6]1[CH:11]=[CH:10][CH:9]=[CH:8][CH:7]=1)[CH3:20]. The yield is 0.580. (3) The reactants are Br[CH2:2][C:3]([C:5]1[CH:6]=[CH:7][C:8]2[C:17]3[CH:16]=[C:15]4[CH2:18][CH2:19][CH2:20][C:21](=[O:22])[C:14]4=[CH:13][C:12]=3[O:11][CH2:10][C:9]=2[CH:23]=1)=[O:4].[C:24]([O:28][C:29]([N:31]1[C@@H:35]([CH3:36])[CH2:34][CH2:33][C@H:32]1[C:37]([OH:39])=[O:38])=[O:30])([CH3:27])([CH3:26])[CH3:25].C(N(CC)CC)C. The catalyst is CC#N.CCOC(C)=O. The product is [CH3:36][C@@H:35]1[N:31]([C:29]([O:28][C:24]([CH3:25])([CH3:27])[CH3:26])=[O:30])[C@H:32]([C:37]([O:39][CH2:2][C:3](=[O:4])[C:5]2[CH:6]=[CH:7][C:8]3[C:17]4[CH:16]=[C:15]5[CH2:18][CH2:19][CH2:20][C:21](=[O:22])[C:14]5=[CH:13][C:12]=4[O:11][CH2:10][C:9]=3[CH:23]=2)=[O:38])[CH2:33][CH2:34]1. The yield is 0.650. (4) The reactants are C([O:3][C:4]([C:6]1[C:7]([C:12]2[CH:17]=[CH:16][CH:15]=[C:14]([F:18])[CH:13]=2)=[N:8][O:9][C:10]=1[CH3:11])=O)C.[H-].[Al+3].[Li+].[H-].[H-].[H-].O.[OH-].[Na+]. The catalyst is C1COCC1. The product is [F:18][C:14]1[CH:13]=[C:12]([C:7]2[C:6]([CH2:4][OH:3])=[C:10]([CH3:11])[O:9][N:8]=2)[CH:17]=[CH:16][CH:15]=1. The yield is 0.750.